This data is from NCI-60 drug combinations with 297,098 pairs across 59 cell lines. The task is: Regression. Given two drug SMILES strings and cell line genomic features, predict the synergy score measuring deviation from expected non-interaction effect. Drug 1: COC1=NC(=NC2=C1N=CN2C3C(C(C(O3)CO)O)O)N. Drug 2: C1CN(CCN1C(=O)CCBr)C(=O)CCBr. Cell line: ACHN. Synergy scores: CSS=30.9, Synergy_ZIP=-0.450, Synergy_Bliss=-0.239, Synergy_Loewe=-4.74, Synergy_HSA=0.257.